Task: Regression. Given two drug SMILES strings and cell line genomic features, predict the synergy score measuring deviation from expected non-interaction effect.. Dataset: NCI-60 drug combinations with 297,098 pairs across 59 cell lines Drug 1: C1CNP(=O)(OC1)N(CCCl)CCCl. Drug 2: C1=CC=C(C=C1)NC(=O)CCCCCCC(=O)NO. Cell line: SW-620. Synergy scores: CSS=41.1, Synergy_ZIP=8.41, Synergy_Bliss=10.5, Synergy_Loewe=-42.9, Synergy_HSA=5.31.